Dataset: Forward reaction prediction with 1.9M reactions from USPTO patents (1976-2016). Task: Predict the product of the given reaction. (1) Given the reactants [CH2:1]([O:3][C:4]([C@H:6]1[CH2:10][CH2:9][C:8]([C:11]2[CH:16]=[C:15]([F:17])[C:14]([F:18])=[C:13]([F:19])[CH:12]=2)=[N:7]1)=[O:5])[CH3:2], predict the reaction product. The product is: [CH2:1]([O:3][C:4]([C@H:6]1[CH2:10][CH2:9][C@@H:8]([C:11]2[CH:16]=[C:15]([F:17])[C:14]([F:18])=[C:13]([F:19])[CH:12]=2)[NH:7]1)=[O:5])[CH3:2]. (2) Given the reactants [N+:1]([CH:4]1[N:8]([C:9]2[CH:14]=[CH:13][N:12]=[C:11]([CH3:15])[CH:10]=2)[CH:7]=[CH:6][NH:5]1)([O-])=O, predict the reaction product. The product is: [NH2:1][CH:4]1[N:8]([C:9]2[CH:14]=[CH:13][N:12]=[C:11]([CH3:15])[CH:10]=2)[CH:7]=[CH:6][NH:5]1. (3) Given the reactants [C:1]1(=[O:7])[CH2:6][CH2:5][CH2:4][CH2:3][CH2:2]1.[C:8]1(=O)[O:14][CH2:13][CH2:12][CH2:11][CH2:10][CH2:9]1.[C:16]([O-])(=O)C=C, predict the reaction product. The product is: [CH2:4]1[CH2:5][CH2:6][C:1]([OH:7])([C:13]([C:12]2[CH:11]=[CH:10][CH:9]=[CH:8][CH:16]=2)=[O:14])[CH2:2][CH2:3]1.